Dataset: Full USPTO retrosynthesis dataset with 1.9M reactions from patents (1976-2016). Task: Predict the reactants needed to synthesize the given product. (1) Given the product [CH3:9][O:8][C:1]1[CH:7]=[CH:6][CH:5]=[CH:4][C:2]=1[O:3][CH2:13][CH2:12][CH2:11][C:10]([OH:15])=[O:14], predict the reactants needed to synthesize it. The reactants are: [C:1]1([O:8][CH3:9])[C:2](=[CH:4][CH:5]=[CH:6][CH:7]=1)[OH:3].[C:10]1(=[O:15])[O:14][CH2:13][CH2:12][CH2:11]1.[O-]CC.[K+].C(=O)(O)[O-].[Na+]. (2) Given the product [Cl:15][C:12]1[CH:13]=[CH:14][C:9]([O:8][CH2:7][C:6]([OH:5])=[O:17])=[C:10]([C:19]#[C:18][C:20]2[CH:25]=[CH:24][C:23]([F:26])=[CH:22][C:21]=2[F:27])[CH:11]=1, predict the reactants needed to synthesize it. The reactants are: C([O:5][C:6](=[O:17])[CH2:7][O:8][C:9]1[CH:14]=[CH:13][C:12]([Cl:15])=[CH:11][C:10]=1Br)(C)(C)C.[C:18]([C:20]1[CH:25]=[CH:24][C:23]([F:26])=[CH:22][C:21]=1[F:27])#[CH:19].C(N(CC)CC)C. (3) The reactants are: CC1C=CC(S([O-])(=O)=O)=CC=1.C1C=C[NH+]=CC=1.O1CCCCC1[O:24][CH2:25][CH2:26]/[CH:27]=[CH:28]/[C:29]1[CH:30]=[C:31]([NH:38][C:39]2[CH:44]=[CH:43][N:42]=[C:41]([NH2:45])[N:40]=2)[CH:32]=[C:33]2[C:37]=1[NH:36][N:35]=[CH:34]2. Given the product [NH2:45][C:41]1[N:40]=[C:39]([NH:38][C:31]2[CH:32]=[C:33]3[C:37](=[C:29](/[CH:28]=[CH:27]/[CH2:26][CH2:25][OH:24])[CH:30]=2)[NH:36][N:35]=[CH:34]3)[CH:44]=[CH:43][N:42]=1, predict the reactants needed to synthesize it.